This data is from Reaction yield outcomes from USPTO patents with 853,638 reactions. The task is: Predict the reaction yield, written as a fraction of the theoretical maximum amount of product (1.0 means a 100% yield; for example, 0.34 means a 34% yield). (1) The reactants are [CH3:1][O:2][C:3](=[O:19])[CH:4]([C:12]1[CH:17]=[CH:16][C:15]([Cl:18])=[CH:14][CH:13]=1)[C:5]1[CH:10]=[CH:9][C:8]([Cl:11])=[CH:7][CH:6]=1.[Li+].[CH3:21]C([N-]C(C)C)C.IC. The catalyst is C1COCC1. The product is [CH3:1][O:2][C:3](=[O:19])[C:4]([C:12]1[CH:17]=[CH:16][C:15]([Cl:18])=[CH:14][CH:13]=1)([C:5]1[CH:6]=[CH:7][C:8]([Cl:11])=[CH:9][CH:10]=1)[CH3:21]. The yield is 0.170. (2) The reactants are [C:1](C1NC=CN=1)(C1NC=CN=1)=[O:2].C1CCN2C(=NCCC2)CC1.[Cl:24][C:25]1[CH:26]=[C:27]([C:32]([C@H:34]2[CH2:36][C@@H:35]2[C:37](=[NH:40])[NH:38][OH:39])=[O:33])[CH:28]=[CH:29][C:30]=1[F:31]. The catalyst is O1CCOCC1. The product is [Cl:24][C:25]1[CH:26]=[C:27]([C:32]([C@H:34]2[CH2:36][C@@H:35]2[C:37]2[NH:38][O:39][C:1](=[O:2])[N:40]=2)=[O:33])[CH:28]=[CH:29][C:30]=1[F:31]. The yield is 0.0300. (3) The reactants are [Cl:1][C:2]1[C:10]2[C:9]([NH:11][NH2:12])=[N:8][CH:7]=[N:6][C:5]=2[S:4][CH:3]=1.C(O[C:16](OCC)(OCC)[CH:17]([CH3:19])[CH3:18])C.C(OCC)(=O)C. The catalyst is C(O)C. The product is [Cl:1][C:2]1[C:10]2[C:9]3[N:8]([C:16]([CH:17]([CH3:19])[CH3:18])=[N:12][N:11]=3)[CH:7]=[N:6][C:5]=2[S:4][CH:3]=1. The yield is 0.240. (4) The product is [C:1]([C:3]1[C:30]([CH3:32])=[C:24]([C:18]2[CH:23]=[CH:22][CH:21]=[CH:20][CH:19]=2)[C:25](=[O:26])[N:8]2[C:7]3[CH:9]=[CH:10][CH:11]=[C:12]([C:13]([O:15][CH2:16][CH3:17])=[O:14])[C:6]=3[NH:5][C:4]=12)#[N:2]. The catalyst is O. The yield is 0.750. The reactants are [C:1]([CH2:3][C:4]1[NH:8][C:7]2[CH:9]=[CH:10][CH:11]=[C:12]([C:13]([O:15][CH2:16][CH3:17])=[O:14])[C:6]=2[N:5]=1)#[N:2].[C:18]1([CH:24]([C:30]([CH3:32])=O)[C:25](OCC)=[O:26])[CH:23]=[CH:22][CH:21]=[CH:20][CH:19]=1.C([O-])(=O)C.[NH4+]. (5) The reactants are C[O:2][C:3](=[O:36])[CH2:4][CH2:5][C:6]1[CH:11]=[CH:10][C:9]([O:12][C:13]2[CH:18]=[CH:17][CH:16]=[C:15]([CH2:19][NH:20][C:21](=[O:33])[C:22]3[CH:27]=[CH:26][C:25]([C:28]([F:31])([F:30])[F:29])=[CH:24][C:23]=3[F:32])[CH:14]=2)=[CH:8][C:7]=1[CH2:34][CH3:35].[OH-].[Li+]. The catalyst is O1CCOCC1. The product is [CH2:34]([C:7]1[CH:8]=[C:9]([O:12][C:13]2[CH:18]=[CH:17][CH:16]=[C:15]([CH2:19][NH:20][C:21](=[O:33])[C:22]3[CH:27]=[CH:26][C:25]([C:28]([F:31])([F:29])[F:30])=[CH:24][C:23]=3[F:32])[CH:14]=2)[CH:10]=[CH:11][C:6]=1[CH2:5][CH2:4][C:3]([OH:36])=[O:2])[CH3:35]. The yield is 0.820.